From a dataset of Catalyst prediction with 721,799 reactions and 888 catalyst types from USPTO. Predict which catalyst facilitates the given reaction. (1) Reactant: [F:1][C:2]1[CH:3]=[CH:4][C:5]([OH:36])=[C:6]([C:8]2[NH:17][CH:16]([NH:18][C@@H:19]3[CH2:23][N:22]([C:24]([O:26][C:27]([CH3:30])([CH3:29])[CH3:28])=[O:25])[CH2:21][C@H:20]3[C:31](OCC)=[O:32])[C:15]3[C:10](=[CH:11][CH:12]=[CH:13][CH:14]=3)[N:9]=2)[CH:7]=1.[H-].[H-].[H-].[H-].[Li+].[Al+3]. The catalyst class is: 1. Product: [F:1][C:2]1[CH:3]=[CH:4][C:5]([OH:36])=[C:6]([C:8]2[N:17]=[C:16]([NH:18][C@H:19]3[C@H:20]([CH2:31][OH:32])[CH2:21][N:22]([C:24]([O:26][C:27]([CH3:29])([CH3:28])[CH3:30])=[O:25])[CH2:23]3)[C:15]3[C:10](=[CH:11][CH:12]=[CH:13][CH:14]=3)[N:9]=2)[CH:7]=1. (2) Reactant: C(=O)(O)O.[NH2:5][C:6]([NH2:8])=[NH:7].F[C:10]1[CH:17]=[CH:16][C:15]([N+:18]([O-:20])=[O:19])=[CH:14][C:11]=1[CH:12]=O.C([O-])([O-])=O.[K+].[K+]. Product: [NH2:7][C:6]1[N:8]=[CH:12][C:11]2[C:10](=[CH:17][CH:16]=[C:15]([N+:18]([O-:20])=[O:19])[CH:14]=2)[N:5]=1. The catalyst class is: 10. (3) Reactant: [NH2:1][C:2]1[CH:3]=[N:4][CH:5]=[CH:6][C:7]=1[CH:8]=O.Cl.[F:11][C:12]1([F:17])[CH2:16][CH2:15][NH:14][CH2:13]1.[BH-](OC(C)=O)(OC(C)=O)OC(C)=O.[Na+]. Product: [F:11][C:12]1([F:17])[CH2:16][CH2:15][N:14]([CH2:8][C:7]2[CH:6]=[CH:5][N:4]=[CH:3][C:2]=2[NH2:1])[CH2:13]1. The catalyst class is: 61. (4) Reactant: C(OC([N:8]1[CH2:13][CH2:12][CH:11]([NH:14][C:15]2[N:24]=[C:23]([N:25]3[CH2:30][CH2:29][CH2:28][CH2:27][CH2:26]3)[C:22]3[C:17](=[CH:18][C:19]([O:33][CH3:34])=[C:20]([O:31][CH3:32])[CH:21]=3)[N:16]=2)[CH2:10][CH2:9]1)=O)(C)(C)C.[ClH:35]. Product: [ClH:35].[ClH:35].[CH3:32][O:31][C:20]1[CH:21]=[C:22]2[C:17](=[CH:18][C:19]=1[O:33][CH3:34])[N:16]=[C:15]([NH:14][CH:11]1[CH2:10][CH2:9][NH:8][CH2:13][CH2:12]1)[N:24]=[C:23]2[N:25]1[CH2:30][CH2:29][CH2:28][CH2:27][CH2:26]1. The catalyst class is: 714. (5) Reactant: C(OC([N:8]1[CH2:13][CH:12]=[C:11]([C:14]2[CH:19]=[C:18]([C:20]3[CH:25]=[CH:24][C:23]([F:26])=[CH:22][C:21]=3[CH3:27])[C:17]([N:28]([C:30](=[O:48])[C:31]([C:34]3[CH:39]=[C:38]([C:40]([F:43])([F:42])[F:41])[CH:37]=[C:36]([C:44]([F:47])([F:46])[F:45])[CH:35]=3)([CH3:33])[CH3:32])[CH3:29])=[CH:16][N:15]=2)[CH2:10][CH2:9]1)=O)(C)(C)C.FC(F)(F)C(O)=O.[OH-].[Na+]. Product: [F:47][C:44]([F:45])([F:46])[C:36]1[CH:35]=[C:34]([C:31]([CH3:32])([CH3:33])[C:30]([N:28]([C:17]2[C:18]([C:20]3[CH:25]=[CH:24][C:23]([F:26])=[CH:22][C:21]=3[CH3:27])=[CH:19][C:14]([C:11]3[CH2:12][CH2:13][NH:8][CH2:9][CH:10]=3)=[N:15][CH:16]=2)[CH3:29])=[O:48])[CH:39]=[C:38]([C:40]([F:43])([F:41])[F:42])[CH:37]=1. The catalyst class is: 4. (6) Reactant: [C:1]([C:4]1[C:9]([NH:10][C:11]([C:13]2([CH3:21])[CH2:18][O:17][C:16]([CH3:20])([CH3:19])[O:15][CH2:14]2)=O)=[CH:8][CH:7]=[CH:6][C:5]=1[C:22]1[CH:27]=[CH:26][CH:25]=[CH:24][CH:23]=1)(=[O:3])[NH2:2].C[O-].[Na+]. Product: [C:22]1([C:5]2[CH:6]=[CH:7][CH:8]=[C:9]3[C:4]=2[C:1](=[O:3])[NH:2][C:11]([C:13]2([CH3:21])[CH2:18][O:17][C:16]([CH3:20])([CH3:19])[O:15][CH2:14]2)=[N:10]3)[CH:27]=[CH:26][CH:25]=[CH:24][CH:23]=1. The catalyst class is: 5.